The task is: Regression. Given a peptide amino acid sequence and an MHC pseudo amino acid sequence, predict their binding affinity value. This is MHC class I binding data.. This data is from Peptide-MHC class I binding affinity with 185,985 pairs from IEDB/IMGT. (1) The peptide sequence is IGYRLGMGK. The binding affinity (normalized) is 0.0847. The MHC is HLA-B27:03 with pseudo-sequence HLA-B27:03. (2) The peptide sequence is YAAQGYKVL. The MHC is HLA-A03:01 with pseudo-sequence HLA-A03:01. The binding affinity (normalized) is 0. (3) The peptide sequence is WVMDTLNGIM. The MHC is HLA-A02:02 with pseudo-sequence HLA-A02:02. The binding affinity (normalized) is 0.335. (4) The peptide sequence is STYYVHENK. The MHC is HLA-A30:01 with pseudo-sequence HLA-A30:01. The binding affinity (normalized) is 0.250. (5) The peptide sequence is ILMDTICGT. The MHC is HLA-B58:01 with pseudo-sequence HLA-B58:01. The binding affinity (normalized) is 0.0847.